Dataset: Peptide-MHC class I binding affinity with 185,985 pairs from IEDB/IMGT. Task: Regression. Given a peptide amino acid sequence and an MHC pseudo amino acid sequence, predict their binding affinity value. This is MHC class I binding data. The peptide sequence is VTDEGTSSF. The MHC is HLA-A01:01 with pseudo-sequence HLA-A01:01. The binding affinity (normalized) is 0.834.